This data is from Reaction yield outcomes from USPTO patents with 853,638 reactions. The task is: Predict the reaction yield, written as a fraction of the theoretical maximum amount of product (1.0 means a 100% yield; for example, 0.34 means a 34% yield). The product is [NH2:1][C:2]1[CH:3]=[C:4]([C@H:8]([NH:15][C:16]([O:18][CH2:19][C:20]2[CH:21]=[CH:22][CH:23]=[CH:24][CH:25]=2)=[O:17])[CH2:9][C:10]([O:12][CH2:13][CH3:14])=[O:11])[CH:5]=[CH:6][CH:7]=1. The reactants are [NH2:1][C:2]1[CH:3]=[C:4]([C@@H:8]([NH:15][C:16]([O:18][CH2:19][C:20]2[CH:25]=[CH:24][CH:23]=[CH:22][CH:21]=2)=[O:17])[CH2:9][C:10]([O:12][CH2:13][CH3:14])=[O:11])[CH:5]=[CH:6][CH:7]=1.C(OC(N[C@@H](C1C=CC=C([N+]([O-])=O)C=1)CC(OCC)=O)=O)C1C=CC=CC=1. The catalyst is [Fe]. The yield is 0.950.